The task is: Predict the product of the given reaction.. This data is from Forward reaction prediction with 1.9M reactions from USPTO patents (1976-2016). (1) Given the reactants [C:1]([CH2:3][O:4]C(CCNC1C=CC=C(C)C=1)=O)#[N:2].CO.S(=O)(=O)(O)N.[N+:24]([C:27]1[CH:32]=[CH:31][C:30]([N:33]=[N:34][C:35]2[CH:51]=[CH:50][C:38]([N:39]([CH2:48][CH3:49])[CH2:40][CH2:41][C:42](OCC#N)=[O:43])=[CH:37][C:36]=2[CH3:52])=[CH:29][CH:28]=1)([O-:26])=[O:25], predict the reaction product. The product is: [N+:24]([C:27]1[CH:28]=[CH:29][C:30]([N:33]=[N:34][C:35]2[CH:51]=[CH:50][C:38]([N:39]([CH2:48][CH3:49])[CH2:40][C:41](=[C:42]=[O:43])[O:4][CH2:3][C:1]#[N:2])=[CH:37][C:36]=2[CH3:52])=[CH:31][CH:32]=1)([O-:26])=[O:25]. (2) The product is: [I:1][C:2]1[CH:7]=[CH:6][CH:5]=[CH:4][C:3]=1[O:8][CH2:16][C:17]([O:19][CH2:20][CH3:21])=[O:18]. Given the reactants [I:1][C:2]1[CH:7]=[CH:6][CH:5]=[CH:4][C:3]=1[OH:8].C([O-])([O-])=O.[K+].[K+].Br[CH2:16][C:17]([O:19][CH2:20][CH3:21])=[O:18], predict the reaction product.